Dataset: Forward reaction prediction with 1.9M reactions from USPTO patents (1976-2016). Task: Predict the product of the given reaction. Given the reactants [C:1]([CH2:4][O:5][C:6]1[C:10]2[CH:11]=[CH:12][C:13]([O:15][CH2:16][C:17]3[CH:22]=[CH:21][C:20]([Cl:23])=[CH:19][C:18]=3[Cl:24])=[CH:14][C:9]=2[S:8][C:7]=1C(O)=O)([OH:3])=[O:2].N1C2C(=CC=CC=2)C=CC=1, predict the reaction product. The product is: [Cl:24][C:18]1[CH:19]=[C:20]([Cl:23])[CH:21]=[CH:22][C:17]=1[CH2:16][O:15][C:13]1[CH:12]=[CH:11][C:10]2[C:6]([O:5][CH2:4][C:1]([OH:3])=[O:2])=[CH:7][S:8][C:9]=2[CH:14]=1.